Dataset: Reaction yield outcomes from USPTO patents with 853,638 reactions. Task: Predict the reaction yield, written as a fraction of the theoretical maximum amount of product (1.0 means a 100% yield; for example, 0.34 means a 34% yield). (1) The catalyst is ClCCl.CN(C)C=O. The reactants are [F:1][C:2]1([F:32])[CH2:4][CH:3]1[CH2:5][O:6][C:7]1[CH:12]=[CH:11][C:10]([S:13]([CH2:16][CH3:17])(=[O:15])=[O:14])=[CH:9][C:8]=1[C:18]1[C:19]2[CH:28]=[C:27]([C:29](O)=[O:30])[NH:26][C:20]=2[C:21](=[O:25])[N:22]([CH3:24])[CH:23]=1.C(Cl)(=O)C(Cl)=O.[F:39][C:40]([F:44])([F:43])[CH2:41][NH2:42]. The yield is 0.850. The product is [F:1][C:2]1([F:32])[CH2:4][CH:3]1[CH2:5][O:6][C:7]1[CH:12]=[CH:11][C:10]([S:13]([CH2:16][CH3:17])(=[O:14])=[O:15])=[CH:9][C:8]=1[C:18]1[C:19]2[CH:28]=[C:27]([C:29]([NH:42][CH2:41][C:40]([F:44])([F:43])[F:39])=[O:30])[NH:26][C:20]=2[C:21](=[O:25])[N:22]([CH3:24])[CH:23]=1. (2) The reactants are [C:1]([O:5][C:6]([N:8]1[CH2:13][CH2:12][C:11](=[C:14](I)[C:15]2[CH:20]=[CH:19][CH:18]=[CH:17][CH:16]=2)[CH2:10][CH2:9]1)=[O:7])([CH3:4])([CH3:3])[CH3:2].[O:34]1[CH:35]=[CH:36][CH:37]=[C:33]1P([C:33]1[O:34][CH:35]=[CH:36][CH:37]=1)[C:33]1[O:34][CH:35]=[CH:36][CH:37]=1.C([Sn](CCCC)(CCCC)[C:43]1[CH:47]=C(C(OCC)=O)[NH:45][N:44]=1)CCC.C1C[O:64]CC1. The catalyst is C1C=CC(/C=C/C(/C=C/C2C=CC=CC=2)=O)=CC=1.C1C=CC(/C=C/C(/C=C/C2C=CC=CC=2)=O)=CC=1.C1C=CC(/C=C/C(/C=C/C2C=CC=CC=2)=O)=CC=1.[Pd].[Pd]. The product is [C:1]([O:5][C:6]([N:8]1[CH2:13][CH2:12][C:11](=[C:14]([C:15]2[CH:20]=[CH:19][CH:18]=[CH:17][CH:16]=2)[C:43]2[CH:47]=[C:35]([CH2:36][CH2:37][C:33]([OH:34])=[O:64])[NH:45][N:44]=2)[CH2:10][CH2:9]1)=[O:7])([CH3:4])([CH3:3])[CH3:2]. The yield is 0.550.